Dataset: Peptide-MHC class II binding affinity with 134,281 pairs from IEDB. Task: Regression. Given a peptide amino acid sequence and an MHC pseudo amino acid sequence, predict their binding affinity value. This is MHC class II binding data. (1) The peptide sequence is DYVRMWVQAATAMSA. The MHC is DRB1_0401 with pseudo-sequence DRB1_0401. The binding affinity (normalized) is 0.599. (2) The peptide sequence is KTLRAEQASQEVKNWMTET. The MHC is DRB1_0103 with pseudo-sequence DRB1_0103. The binding affinity (normalized) is 0. (3) The peptide sequence is CIALDMMNENLGIIS. The MHC is H-2-IAb with pseudo-sequence H-2-IAb. The binding affinity (normalized) is 0.0671.